From a dataset of NCI-60 drug combinations with 297,098 pairs across 59 cell lines. Regression. Given two drug SMILES strings and cell line genomic features, predict the synergy score measuring deviation from expected non-interaction effect. (1) Drug 1: C1=C(C(=O)NC(=O)N1)N(CCCl)CCCl. Drug 2: C1C(C(OC1N2C=NC3=C2NC=NCC3O)CO)O. Cell line: U251. Synergy scores: CSS=30.5, Synergy_ZIP=-0.590, Synergy_Bliss=-0.758, Synergy_Loewe=-0.592, Synergy_HSA=0.162. (2) Drug 1: CCC(=C(C1=CC=CC=C1)C2=CC=C(C=C2)OCCN(C)C)C3=CC=CC=C3.C(C(=O)O)C(CC(=O)O)(C(=O)O)O. Drug 2: C#CCC(CC1=CN=C2C(=N1)C(=NC(=N2)N)N)C3=CC=C(C=C3)C(=O)NC(CCC(=O)O)C(=O)O. Cell line: SNB-75. Synergy scores: CSS=30.9, Synergy_ZIP=-0.604, Synergy_Bliss=-11.6, Synergy_Loewe=26.1, Synergy_HSA=-12.1.